This data is from Catalyst prediction with 721,799 reactions and 888 catalyst types from USPTO. The task is: Predict which catalyst facilitates the given reaction. (1) Reactant: [Cl:1][C:2]1[CH:3]=[CH:4][CH:5]=[C:6]2[C:11]=1[C:10](=[O:12])[N:9]([C:13]1[CH:18]=[CH:17][CH:16]=[CH:15][CH:14]=1)[C:8]([C@@H:19]([NH:21][C:22]1[C:27]([N+:28]([O-:30])=[O:29])=[CH:26][N:25]=[C:24](Cl)[N:23]=1)[CH3:20])=[CH:7]2.[OH-].[NH4+:33]. Product: [NH2:33][C:24]1[N:23]=[C:22]([NH:21][C@H:19]([C:8]2[N:9]([C:13]3[CH:14]=[CH:15][CH:16]=[CH:17][CH:18]=3)[C:10](=[O:12])[C:11]3[C:6]([CH:7]=2)=[CH:5][CH:4]=[CH:3][C:2]=3[Cl:1])[CH3:20])[C:27]([N+:28]([O-:30])=[O:29])=[CH:26][N:25]=1. The catalyst class is: 1. (2) Reactant: F[C:2]1[N:7]2[CH:8]=[C:9]([CH2:11][N:12]3[C@H:25]4[C@H:16]([CH2:17][CH2:18][C:19]5[C:24]4=[N:23][CH:22]=[CH:21][CH:20]=5)[CH2:15][CH2:14][CH2:13]3)[N:10]=[C:6]2[CH:5]=[CH:4][CH:3]=1.[N:26]1([CH2:32][CH2:33][OH:34])[CH2:31][CH2:30][NH:29][CH2:28][CH2:27]1.O. Product: [N:12]1([CH2:11][C:9]2[N:10]=[C:6]3[CH:5]=[CH:4][CH:3]=[C:2]([N:29]4[CH2:30][CH2:31][N:26]([CH2:32][CH2:33][OH:34])[CH2:27][CH2:28]4)[N:7]3[CH:8]=2)[C@H:25]2[C@H:16]([CH2:17][CH2:18][C:19]3[C:24]2=[N:23][CH:22]=[CH:21][CH:20]=3)[CH2:15][CH2:14][CH2:13]1. The catalyst class is: 60. (3) The catalyst class is: 4. Product: [CH2:13]([O:15][C:16](=[O:19])[CH2:17][NH:18][S:1]([C:4]1[CH:10]=[CH:9][C:7]([CH3:8])=[CH:6][CH:5]=1)(=[O:3])=[O:2])[CH3:14]. Reactant: [S:1](Cl)([C:4]1[CH:10]=[CH:9][C:7]([CH3:8])=[CH:6][CH:5]=1)(=[O:3])=[O:2].Cl.[CH2:13]([O:15][C:16](=[O:19])[CH2:17][NH2:18])[CH3:14].N1C=CC=CC=1. (4) Reactant: [CH:1]1([O:6][CH2:7][C:8](Cl)=[O:9])[CH2:5][CH2:4][CH2:3][CH2:2]1.[CH:11]([C:14]1[C:15]([NH2:23])=[N:16][N:17]2[CH:22]=[CH:21][CH:20]=[N:19][C:18]=12)([CH3:13])[CH3:12].CO. Product: [CH:1]1([O:6][CH2:7][C:8]([NH:23][C:15]2[C:14]([CH:11]([CH3:13])[CH3:12])=[C:18]3[N:19]=[CH:20][CH:21]=[CH:22][N:17]3[N:16]=2)=[O:9])[CH2:5][CH2:4][CH2:3][CH2:2]1. The catalyst class is: 17. (5) Reactant: [N+:1]([C:4]1[CH:5]=[N:6][C:7]2[CH2:8][CH2:9][CH:10]([OH:14])[CH2:11][C:12]=2[CH:13]=1)([O-])=O. Product: [NH2:1][C:4]1[CH:5]=[N:6][C:7]2[CH2:8][CH2:9][CH:10]([OH:14])[CH2:11][C:12]=2[CH:13]=1. The catalyst class is: 50. (6) Reactant: [NH2:1][C:2]1[C:11]([OH:12])=[CH:10][CH:9]=[CH:8][C:3]=1[C:4]([O:6][CH3:7])=[O:5].[Cl:13][C:14]1[CH:22]=[C:21]([Cl:23])[CH:20]=[CH:19][C:15]=1[C:16](Cl)=O.O.CC1C=CC(S(O)(=O)=O)=CC=1. Product: [Cl:13][C:14]1[CH:22]=[C:21]([Cl:23])[CH:20]=[CH:19][C:15]=1[C:16]1[O:12][C:11]2[C:2](=[C:3]([C:4]([O:6][CH3:7])=[O:5])[CH:8]=[CH:9][CH:10]=2)[N:1]=1. The catalyst class is: 113. (7) Reactant: Cl.[NH2:2][C@@H:3]1[CH2:5][C@H:4]1[C:6]1[CH:11]=[CH:10][C:9]([NH:12][C:13](=[O:27])[C:14]2[CH:19]=[CH:18][CH:17]=[C:16]([CH2:20][C:21]3[CH:26]=[CH:25][CH:24]=[CH:23][CH:22]=3)[CH:15]=2)=[CH:8][CH:7]=1.[CH:28](=O)[C:29]1[CH:34]=[CH:33][CH:32]=[CH:31][CH:30]=1.C(=O)([O-])O.[Na+].[BH4-].[Na+]. Product: [CH2:20]([C:16]1[CH:15]=[C:14]([CH:19]=[CH:18][CH:17]=1)[C:13]([NH:12][C:9]1[CH:8]=[CH:7][C:6]([C@@H:4]2[CH2:5][C@H:3]2[NH:2][CH2:28][C:29]2[CH:34]=[CH:33][CH:32]=[CH:31][CH:30]=2)=[CH:11][CH:10]=1)=[O:27])[C:21]1[CH:26]=[CH:25][CH:24]=[CH:23][CH:22]=1. The catalyst class is: 24.